Dataset: Catalyst prediction with 721,799 reactions and 888 catalyst types from USPTO. Task: Predict which catalyst facilitates the given reaction. (1) Reactant: C([Mg]Br)C.I[C:6]1[N:7]=[CH:8][NH:9][CH:10]=1.CN(C)CCN(C)C.CON(C)[C:22]([CH2:24][N:25]1[CH2:30][CH2:29][N:28]([C:31]([O:33][C:34]([CH3:37])([CH3:36])[CH3:35])=[O:32])[CH2:27][CH2:26]1)=[O:23].[Cl-].[NH4+]. Product: [NH:9]1[CH:10]=[C:6]([C:22](=[O:23])[CH2:24][N:25]2[CH2:26][CH2:27][N:28]([C:31]([O:33][C:34]([CH3:36])([CH3:35])[CH3:37])=[O:32])[CH2:29][CH2:30]2)[N:7]=[CH:8]1. The catalyst class is: 1. (2) Reactant: [CH2:1]([NH:5][C:6]1[N:14]=[C:13]([C:15]([F:18])([F:17])[F:16])[CH:12]=[CH:11][C:7]=1[C:8]([OH:10])=O)[CH:2]([CH3:4])[CH3:3].CCN=C=NCCCN(C)C.C1C=CC2N(O)N=NC=2C=1.CCN(C(C)C)C(C)C.[CH3:49][C:50]([NH2:54])([C:52]#[CH:53])[CH3:51]. Product: [CH2:1]([NH:5][C:6]1[N:14]=[C:13]([C:15]([F:18])([F:17])[F:16])[CH:12]=[CH:11][C:7]=1[C:8]([NH:54][C:50]([CH3:51])([C:52]#[CH:53])[CH3:49])=[O:10])[CH:2]([CH3:3])[CH3:4]. The catalyst class is: 2. (3) Reactant: [CH2:1]([O:8][C:9]([NH:11][C:12]([CH3:17])([CH3:16])[C:13]([OH:15])=O)=[O:10])[C:2]1[CH:7]=[CH:6][CH:5]=[CH:4][CH:3]=1.[CH:18]([N:21]1[CH2:26][CH2:25][NH:24][CH2:23][CH2:22]1)([CH3:20])[CH3:19].ON1C2C=CC=CC=2N=N1.C(N(CC)CC)C. Product: [CH2:1]([O:8][C:9]([NH:11][C:12]([CH3:17])([CH3:16])[C:13]([N:24]1[CH2:25][CH2:26][N:21]([CH:18]([CH3:20])[CH3:19])[CH2:22][CH2:23]1)=[O:15])=[O:10])[C:2]1[CH:3]=[CH:4][CH:5]=[CH:6][CH:7]=1. The catalyst class is: 35.